Dataset: Full USPTO retrosynthesis dataset with 1.9M reactions from patents (1976-2016). Task: Predict the reactants needed to synthesize the given product. (1) The reactants are: C([O-])([O-])=O.[K+].[K+].[CH2:7]([O:14][C:15]([NH:17][C@@H:18]([C:26]([NH:28][O:29][CH3:30])=[O:27])[C@@H:19](CS([O-])(=O)=O)[CH3:20])=[O:16])[C:8]1[CH:13]=[CH:12][CH:11]=[CH:10][CH:9]=1. Given the product [CH2:7]([O:14][C:15](=[O:16])[NH:17][C@@H:18]1[C:26](=[O:27])[N:28]([O:29][CH3:30])[C@H:19]1[CH3:20])[C:8]1[CH:13]=[CH:12][CH:11]=[CH:10][CH:9]=1, predict the reactants needed to synthesize it. (2) The reactants are: II.[C:3]([C:5]1[CH:10]=[CH:9][C:8]([SH:11])=[CH:7][CH:6]=1)#[N:4].COC1C=CC(S([C:23]2[C:31]3[C:26](=[CH:27][CH:28]=[C:29]([CH3:32])[CH:30]=3)[N:25]([CH2:33][C:34]([OH:36])=[O:35])[C:24]=2[CH3:37])(=O)=O)=CC=1. Given the product [NH4+:4].[C:3]([C:5]1[CH:10]=[CH:9][C:8]([S:11][C:23]2[C:31]3[C:26](=[CH:27][CH:28]=[C:29]([CH3:32])[CH:30]=3)[N:25]([CH2:33][C:34]([O-:36])=[O:35])[C:24]=2[CH3:37])=[CH:7][CH:6]=1)#[N:4], predict the reactants needed to synthesize it. (3) The reactants are: [N+:1]([C:4]1[CH:5]=[C:6]([CH:9]=[CH:10][CH:11]=1)[CH:7]=[O:8])([O-:3])=[O:2].[BH4-].[Na+]. Given the product [N+:1]([C:4]1[CH:5]=[C:6]([CH2:7][OH:8])[CH:9]=[CH:10][CH:11]=1)([O-:3])=[O:2], predict the reactants needed to synthesize it. (4) Given the product [N:37]1[CH:38]=[CH:39][CH:40]=[C:35]([N:1]2[CH2:4][CH:3]([C:5]([NH:7][C:8]3[CH:9]=[CH:10][C:11]([O:12][CH:13]4[CH2:14][CH2:15][N:16]([C:19]([O:21][C:22]([CH3:24])([CH3:23])[CH3:25])=[O:20])[CH2:17][CH2:18]4)=[CH:26][CH:27]=3)=[O:6])[CH2:2]2)[CH:36]=1, predict the reactants needed to synthesize it. The reactants are: [NH:1]1[CH2:4][CH:3]([C:5]([NH:7][C:8]2[CH:27]=[CH:26][C:11]([O:12][CH:13]3[CH2:18][CH2:17][N:16]([C:19]([O:21][C:22]([CH3:25])([CH3:24])[CH3:23])=[O:20])[CH2:15][CH2:14]3)=[CH:10][CH:9]=2)=[O:6])[CH2:2]1.C(=O)([O-])[O-].[Cs+].[Cs+].Br[C:35]1[CH:36]=[N:37][CH:38]=[CH:39][CH:40]=1.CC1(C)C2C=CC=C(P(C3C=CC=CC=3)C3C=CC=CC=3)C=2OC2C1=CC=CC=2P(C1C=CC=CC=1)C1C=CC=CC=1. (5) Given the product [CH3:20][C:19]([CH3:22])([CH3:21])[C:18](=[O:23])[O:24][CH2:25][N:15]1[C:14](=[O:16])[O:13][N:12]=[C:11]1[C:7]1[CH:6]=[C:5]([CH:4]([F:3])[F:17])[N:10]=[CH:9][N:8]=1, predict the reactants needed to synthesize it. The reactants are: [H-].[Na+].[F:3][CH:4]([F:17])[C:5]1[N:10]=[CH:9][N:8]=[C:7]([C:11]2[NH:12][O:13][C:14](=[O:16])[N:15]=2)[CH:6]=1.[C:18]([O:24][CH2:25]Cl)(=[O:23])[C:19]([CH3:22])([CH3:21])[CH3:20].[Cl-].[NH4+]. (6) Given the product [ClH:36].[NH2:7][C@@H:8]1[CH2:10][C@H:9]1[C:11]1[CH:12]=[CH:13][C:14]([NH:17][C:18](=[O:19])[C:20]2[CH:25]=[CH:24][CH:23]=[C:22]([NH:26][C:27]([C:29]3[CH:30]=[CH:31][CH:32]=[CH:33][CH:34]=3)=[O:28])[CH:21]=2)=[CH:15][CH:16]=1, predict the reactants needed to synthesize it. The reactants are: C(OC(=O)[NH:7][C@@H:8]1[CH2:10][C@H:9]1[C:11]1[CH:16]=[CH:15][C:14]([NH:17][C:18]([C:20]2[CH:25]=[CH:24][CH:23]=[C:22]([NH:26][C:27]([C:29]3[CH:34]=[CH:33][CH:32]=[CH:31][CH:30]=3)=[O:28])[CH:21]=2)=[O:19])=[CH:13][CH:12]=1)(C)(C)C.[ClH:36].C(OCC)(=O)C.